Dataset: Full USPTO retrosynthesis dataset with 1.9M reactions from patents (1976-2016). Task: Predict the reactants needed to synthesize the given product. Given the product [CH3:57][C:55]1[CH:56]=[C:51]([N:43]2[CH2:42][CH2:41][C:40]3[C:45](=[CH:46][CH:47]=[C:38]([C:37]([F:36])([F:48])[F:49])[CH:39]=3)[CH2:44]2)[CH:52]=[C:53]([CH3:66])[C:54]=1[NH:58][C:59](=[O:65])[CH2:60][C:61]([CH3:63])([CH3:62])[CH3:64], predict the reactants needed to synthesize it. The reactants are: C1(P(C2CCCCC2)C2C=CC=CC=2C2C=CC=CC=2N(C)C)CCCCC1.CC(C)([O-])C.[K+].Cl.[F:36][C:37]([F:49])([F:48])[C:38]1[CH:39]=[C:40]2[C:45](=[CH:46][CH:47]=1)[CH2:44][NH:43][CH2:42][CH2:41]2.Br[C:51]1[CH:56]=[C:55]([CH3:57])[C:54]([NH:58][C:59](=[O:65])[CH2:60][C:61]([CH3:64])([CH3:63])[CH3:62])=[C:53]([CH3:66])[CH:52]=1.